Dataset: Full USPTO retrosynthesis dataset with 1.9M reactions from patents (1976-2016). Task: Predict the reactants needed to synthesize the given product. (1) Given the product [F:35][C:27]1[CH:28]=[C:29]([C:2]2[N:7]=[CH:6][C:5]([O:8][CH2:9][CH:10]3[CH2:15][CH2:14][N:13]([CH2:16][C:17]([F:20])([CH3:19])[CH3:18])[CH2:12][CH2:11]3)=[CH:4][N:3]=2)[CH:30]=[CH:31][C:26]=1[C:24]([O:23][CH2:21][CH3:22])=[O:25], predict the reactants needed to synthesize it. The reactants are: Cl[C:2]1[N:7]=[CH:6][C:5]([O:8][CH2:9][CH:10]2[CH2:15][CH2:14][N:13]([CH2:16][C:17]([F:20])([CH3:19])[CH3:18])[CH2:12][CH2:11]2)=[CH:4][N:3]=1.[CH2:21]([O:23][C:24]([C:26]1[CH:31]=[CH:30][C:29](B(O)O)=[CH:28][C:27]=1[F:35])=[O:25])[CH3:22].C([O-])([O-])=O.[Cs+].[Cs+]. (2) The reactants are: [NH2:1][C:2]1[CH:10]=[CH:9][C:8]([Cl:11])=[CH:7][C:3]=1[C:4]([NH2:6])=O.[CH:12]1([C:18](Cl)=O)[CH2:17][CH2:16][CH2:15][CH2:14][CH2:13]1.[CH3:21][N:22]1[CH2:27][CH2:26][NH:25][CH2:24][CH2:23]1. Given the product [Cl:11][C:8]1[CH:7]=[C:3]2[C:2](=[CH:10][CH:9]=1)[N:1]=[C:18]([CH:12]1[CH2:17][CH2:16][CH2:15][CH2:14][CH2:13]1)[N:6]=[C:4]2[N:25]1[CH2:26][CH2:27][N:22]([CH3:21])[CH2:23][CH2:24]1, predict the reactants needed to synthesize it. (3) Given the product [NH2:1][C:2]1[N:3]([CH3:22])[C:4](=[O:21])[C@@:5]2([N:20]=1)[C:14]1[CH:13]=[C:12]([C:26]3[CH:27]=[N:28][CH:29]=[C:24]([Cl:23])[CH:25]=3)[CH:11]=[CH:10][C:9]=1[O:8][C@H:7]1[CH2:16][CH2:17][CH2:18][O:19][C@H:6]21, predict the reactants needed to synthesize it. The reactants are: [NH2:1][C:2]1[N:3]([CH3:22])[C:4](=[O:21])[C@@:5]2([N:20]=1)[C:14]1[CH:13]=[C:12](Br)[CH:11]=[CH:10][C:9]=1[O:8][C@H:7]1[CH2:16][CH2:17][CH2:18][O:19][C@H:6]21.[Cl:23][C:24]1[CH:25]=[C:26](B(O)O)[CH:27]=[N:28][CH:29]=1.FC1C(B(O)O)=CC=CN=1. (4) Given the product [CH:27]1[C:36]2[C:31](=[CH:32][CH:33]=[CH:34][CH:35]=2)[CH:30]=[CH:29][C:28]=1[CH2:37][C:2]1[C:3]([C:24]#[N:25])=[C:4]([C:18]2[CH:23]=[CH:22][N:21]=[N:20][CH:19]=2)[S:5][C:6]=1[C:7]1[N:11]=[CH:10][N:9]([CH:12]2[CH2:17][CH2:16][CH2:15][CH2:14][O:13]2)[N:8]=1, predict the reactants needed to synthesize it. The reactants are: Br[C:2]1[C:3]([C:24]#[N:25])=[C:4]([C:18]2[CH:23]=[CH:22][N:21]=[N:20][CH:19]=2)[S:5][C:6]=1[C:7]1[N:11]=[CH:10][N:9]([CH:12]2[CH2:17][CH2:16][CH2:15][CH2:14][O:13]2)[N:8]=1.[Br-].[CH:27]1[C:36]2[C:31](=[CH:32][CH:33]=[CH:34][CH:35]=2)[CH:30]=[CH:29][C:28]=1[CH2:37][Zn+].O1CCCC1. (5) Given the product [NH2:26][C:19]1[CH:18]=[C:17]([C:30]([F:31])([F:32])[F:33])[C:16]([C:8]2[N:7]=[N:6][CH:11]=[CH:10][CH:9]=2)=[CH:21][C:20]=1[C:22]([OH:24])=[O:23], predict the reactants needed to synthesize it. The reactants are: C(OC([N:6]1[CH:11](OCC)[CH2:10][CH:9](Cl)[C:8]([C:16]2[CH:21]=[C:20]([C:22]([O:24]C)=[O:23])[C:19]([NH:26]C(=O)C)=[CH:18][C:17]=2[C:30]([F:33])([F:32])[F:31])=[N:7]1)=O)C.[OH-].[K+].O. (6) The reactants are: C(C(O)(CCC)C#CC(=O)C)(C)(C)C.[CH3:15][C:16]([CH3:29])([CH2:27][CH3:28])[C:17]([CH2:24][CH2:25][CH3:26])([OH:23])[C:18]#[C:19][CH:20]([OH:22])[CH3:21]. Given the product [OH:23][C:17]([CH2:24][CH2:25][CH3:26])([C:16]([CH3:29])([CH3:15])[CH2:27][CH3:28])[C:18]#[C:19][C:20](=[O:22])[CH3:21], predict the reactants needed to synthesize it. (7) Given the product [CH:6]([OH:7])=[O:5].[N:41]1[CH:42]=[CH:43][C:38]([C:16]2[CH:15]=[CH:14][C:13]3[NH:12][C:11]4[CH2:10][CH2:9][NH:8][CH2:21][CH2:20][C:19]=4[C:18]=3[CH:17]=2)=[CH:39][CH:40]=1, predict the reactants needed to synthesize it. The reactants are: C([O:5][C:6]([N:8]1[CH2:21][CH2:20][C:19]2[C:18]3[CH:17]=[C:16](B4OC(C)(C)C(C)(C)O4)[CH:15]=[CH:14][C:13]=3[NH:12][C:11]=2[CH2:10][CH2:9]1)=[O:7])(C)(C)C.C(=O)([O-])[O-].[Cs+].[Cs+].Br[C:38]1[CH:43]=[CH:42][N:41]=[CH:40][CH:39]=1.